From a dataset of Peptide-MHC class I binding affinity with 185,985 pairs from IEDB/IMGT. Regression. Given a peptide amino acid sequence and an MHC pseudo amino acid sequence, predict their binding affinity value. This is MHC class I binding data. (1) The peptide sequence is KTASSLQKW. The MHC is HLA-B58:01 with pseudo-sequence HLA-B58:01. The binding affinity (normalized) is 0.936. (2) The MHC is HLA-B44:02 with pseudo-sequence HLA-B44:02. The binding affinity (normalized) is 0. The peptide sequence is ISKKAKGWF.